From a dataset of Forward reaction prediction with 1.9M reactions from USPTO patents (1976-2016). Predict the product of the given reaction. Given the reactants [CH2:1]([O:8][C@H:9]1[C@H:14]([O:15][CH2:16][C:17]2[CH:22]=[CH:21][CH:20]=[CH:19][CH:18]=2)[C@@H:13]([O:23][CH2:24][C:25]2[CH:30]=[CH:29][CH:28]=[CH:27][CH:26]=2)[C@@:12]([C:33]2[CH:38]=[CH:37][C:36]([Cl:39])=[C:35]([CH2:40][C:41]3[CH:46]=[CH:45][C:44]([O:47][CH2:48][C:49]([F:52])([F:51])[F:50])=[CH:43][CH:42]=3)[CH:34]=2)([O:31][CH3:32])[O:11][C@@H:10]1[CH:53]=[O:54])[C:2]1[CH:7]=[CH:6][CH:5]=[CH:4][CH:3]=1.[CH2:55]=[O:56].[OH-].[Na+], predict the reaction product. The product is: [CH2:1]([O:8][C@H:9]1[C@H:14]([O:15][CH2:16][C:17]2[CH:22]=[CH:21][CH:20]=[CH:19][CH:18]=2)[C@@H:13]([O:23][CH2:24][C:25]2[CH:30]=[CH:29][CH:28]=[CH:27][CH:26]=2)[C@@:12]([C:33]2[CH:38]=[CH:37][C:36]([Cl:39])=[C:35]([CH2:40][C:41]3[CH:42]=[CH:43][C:44]([O:47][CH2:48][C:49]([F:51])([F:52])[F:50])=[CH:45][CH:46]=3)[CH:34]=2)([O:31][CH3:32])[O:11][C@:10]1([CH2:55][OH:56])[CH:53]=[O:54])[C:2]1[CH:3]=[CH:4][CH:5]=[CH:6][CH:7]=1.